This data is from Full USPTO retrosynthesis dataset with 1.9M reactions from patents (1976-2016). The task is: Predict the reactants needed to synthesize the given product. (1) Given the product [ClH:20].[NH2:9][CH2:8][C:7]1[CH:2]=[N:3][C:4]([C:10]([NH:12][CH2:13][C:14]2[CH:15]=[N:16][CH:17]=[CH:18][CH:19]=2)=[O:11])=[N:5][CH:6]=1, predict the reactants needed to synthesize it. The reactants are: C[C:2]1[C:7]([C:8]#[N:9])=[CH:6][N:5]=[C:4]([C:10]([NH:12][CH2:13][C:14]2[CH:15]=[N:16][CH:17]=[CH:18][CH:19]=2)=[O:11])[N:3]=1.[ClH:20]. (2) Given the product [Br:3][C:4]1[CH:5]=[C:6]([C:10]2([C:12]3[CH:13]=[CH:14][C:15]4[O:19][CH2:18][CH2:17][C:16]=4[CH:20]=3)[CH2:11][O:25][C:26]([NH2:30])=[N:21]2)[CH:7]=[CH:8][CH:9]=1, predict the reactants needed to synthesize it. The reactants are: II.[Br:3][C:4]1[CH:5]=[C:6]([C:10]([C:12]2[CH:13]=[CH:14][C:15]3[O:19][CH2:18][CH2:17][C:16]=3[CH:20]=2)=[CH2:11])[CH:7]=[CH:8][CH:9]=1.[NH3:21].C([O:25][CH2:26]C)(=O)C.C(#[N:30])C.